Dataset: Forward reaction prediction with 1.9M reactions from USPTO patents (1976-2016). Task: Predict the product of the given reaction. (1) Given the reactants [CH3:1][O:2][C:3]1[C:12]([NH:13][C:14](=[O:18])OCC)=[N:11][C:10]2[C:5](=[CH:6][CH:7]=[C:8]([O:19][CH3:20])[CH:9]=2)[N:4]=1.[C:21]([C:24]1[CH:29]=[CH:28][C:27]([N:30]2[CH2:35][CH2:34][NH:33][CH2:32][CH2:31]2)=[CH:26][CH:25]=1)(=[O:23])[CH3:22], predict the reaction product. The product is: [CH3:1][O:2][C:3]1[C:12]([NH:13][C:14]([N:33]2[CH2:32][CH2:31][N:30]([C:27]3[CH:26]=[CH:25][C:24]([C:21](=[O:23])[CH3:22])=[CH:29][CH:28]=3)[CH2:35][CH2:34]2)=[O:18])=[N:11][C:10]2[C:5](=[CH:6][CH:7]=[C:8]([O:19][CH3:20])[CH:9]=2)[N:4]=1. (2) The product is: [Cl:14][C:15]1[CH:27]=[C:26]([O:28][CH2:29][CH:30]=[C:31]([Cl:33])[Cl:32])[CH:25]=[C:24]([Cl:34])[C:16]=1[O:17][CH2:18][CH2:19][CH2:20][CH2:21][O:22][N:23]=[CH:7][C:6]1[CH:9]=[CH:10][C:3]([C:2]([F:12])([F:11])[F:1])=[CH:4][CH:5]=1. Given the reactants [F:1][C:2]([F:12])([F:11])[C:3]1[CH:10]=[CH:9][C:6]([CH:7]=O)=[CH:5][CH:4]=1.Cl.[Cl:14][C:15]1[CH:27]=[C:26]([O:28][CH2:29][CH:30]=[C:31]([Cl:33])[Cl:32])[CH:25]=[C:24]([Cl:34])[C:16]=1[O:17][CH2:18][CH2:19][CH2:20][CH2:21][O:22][NH2:23].C(O)(=O)CC(CC(O)=O)(C(O)=O)O, predict the reaction product. (3) Given the reactants [Cl:1][C:2]1[CH:7]=[CH:6][CH:5]=[C:4]([Cl:8])[C:3]=1[C:9]1[N:26]([CH2:27][C@H:28]2[CH2:33][CH2:32][CH2:31][N:30](C(OC(C)(C)C)=O)[CH2:29]2)[C:12]2[N:13]=[C:14]([NH:17][CH2:18][C:19]3[CH:24]=[CH:23][CH:22]=[C:21]([OH:25])[CH:20]=3)[N:15]=[CH:16][C:11]=2[CH:10]=1.C(O)(C(F)(F)F)=O, predict the reaction product. The product is: [Cl:8][C:4]1[CH:5]=[CH:6][CH:7]=[C:2]([Cl:1])[C:3]=1[C:9]1[N:26]([CH2:27][CH:28]2[CH2:33][CH2:32][CH2:31][NH:30][CH2:29]2)[C:12]2[N:13]=[C:14]([NH:17][CH2:18][C:19]3[CH:20]=[C:21]([OH:25])[CH:22]=[CH:23][CH:24]=3)[N:15]=[CH:16][C:11]=2[CH:10]=1. (4) Given the reactants C([O:3][C:4]([C@@:6]12[CH2:24][C@H:23]1[CH:22]=[CH:21][CH2:20][CH2:19][CH2:18][CH2:17][CH2:16][C@H:15]([NH:25][C:26]([O:28][C:29]([CH3:32])([CH3:31])[CH3:30])=[O:27])[C:14](=[O:33])[N:13]1[C@@H:9]([CH2:10][C@@H:11]([O:34][C:35]([N:37]3[CH2:45][C:44]4[C:39](=[CH:40][CH:41]=[CH:42][CH:43]=4)[CH2:38]3)=[O:36])[CH2:12]1)[C:8](=[O:46])[NH:7]2)=[O:5])C.O[Li].O, predict the reaction product. The product is: [C:29]([O:28][C:26]([NH:25][C@@H:15]1[C:14](=[O:33])[N:13]2[C@@H:9]([CH2:10][C@@H:11]([O:34][C:35]([N:37]3[CH2:38][C:39]4[C:44](=[CH:43][CH:42]=[CH:41][CH:40]=4)[CH2:45]3)=[O:36])[CH2:12]2)[C:8](=[O:46])[NH:7][C@@:6]2([C:4]([OH:5])=[O:3])[C@@H:23]([CH2:24]2)[CH:22]=[CH:21][CH2:20][CH2:19][CH2:18][CH2:17][CH2:16]1)=[O:27])([CH3:32])([CH3:30])[CH3:31]. (5) The product is: [CH3:1][C:2]1([CH3:18])[O:6][C@@H:5]([C@H:7]2[O:11][C@@H:10]3[O:12][C:13]([CH3:16])([CH3:15])[O:14][C@@H:9]3[C@@H:8]2[OH:17])[CH2:4][O:3]1. Given the reactants [CH3:1][C:2]1([CH3:18])[O:6][C@@H:5]([C@H:7]2[O:11][C@@H:10]3[O:12][C:13]([CH3:16])([CH3:15])[O:14][C@@H:9]3[C@H:8]2[OH:17])[CH2:4][O:3]1.CC(OC(C)=O)=O.C(Cl)Cl.[BH4-].[Na+], predict the reaction product. (6) Given the reactants [NH2:1][C:2]1[C:6]2[CH2:7][N:8]([CH:11]3[CH2:15][CH2:14][N:13](C(OC(C)(C)C)=O)[CH2:12]3)[CH2:9][CH2:10][C:5]=2[N:4]([C:23]2[CH:28]=[CH:27][C:26]([O:29][C:30]3[CH:35]=[CH:34][CH:33]=[CH:32][CH:31]=3)=[CH:25][CH:24]=2)[C:3]=1[C:36](=[O:38])[NH2:37].[ClH:39], predict the reaction product. The product is: [ClH:39].[ClH:39].[NH2:1][C:2]1[C:6]2[CH2:7][N:8]([CH:11]3[CH2:15][CH2:14][NH:13][CH2:12]3)[CH2:9][CH2:10][C:5]=2[N:4]([C:23]2[CH:24]=[CH:25][C:26]([O:29][C:30]3[CH:35]=[CH:34][CH:33]=[CH:32][CH:31]=3)=[CH:27][CH:28]=2)[C:3]=1[C:36]([NH2:37])=[O:38]. (7) Given the reactants [OH:1][C@H:2]([CH2:8][CH3:9])[CH2:3][C:4](OC)=[O:5].C[Si](C)(C)[O-].[K+].C(N(CC)C(C)C)(C)C.Cl.Cl.[O:27]1[C:32]2=[CH:33][CH:34]=[CH:35][C:31]2=[CH:30][C:29]([CH:36]2[CH2:41][CH2:40][CH2:39][CH2:38][N:37]2[CH2:42][CH2:43][C@H:44]2[CH2:49][CH2:48][C@H:47]([NH2:50])[CH2:46][CH2:45]2)=[CH:28]1.CN(C(ON1N=NC2C=CC=CC1=2)=[N+](C)C)C.[B-](F)(F)(F)F.C([O-])(O)=O.[Na+], predict the reaction product. The product is: [O:27]1[C:32]2=[CH:33][CH:34]=[CH:35][C:31]2=[CH:30][C:29]([CH:36]2[CH2:41][CH2:40][CH2:39][CH2:38][N:37]2[CH2:42][CH2:43][C@H:44]2[CH2:45][CH2:46][C@H:47]([NH:50][C:4](=[O:5])[CH2:3][C@H:2]([OH:1])[CH2:8][CH3:9])[CH2:48][CH2:49]2)=[CH:28]1. (8) Given the reactants FC(F)(F)C(O)=O.C(OC(=O)[NH:14][C@@H:15]1[CH2:19][CH2:18][N:17]([C:20]2[N:28]=[C:27]3[C:23]([N:24]=[CH:25][N:26]3[C@@H:29]3[CH2:33][C@H:32]([NH:34][C:35](=[O:38])[CH2:36][CH3:37])[C@@H:31]([OH:39])[C@H:30]3[OH:40])=[C:22]([NH:41][CH2:42][CH:43]([C:51]3[CH:56]=[CH:55][C:54]([OH:57])=[CH:53][CH:52]=3)[C:44]3[CH:49]=[CH:48][C:47]([OH:50])=[CH:46][CH:45]=3)[N:21]=2)[CH2:16]1)(C)(C)C, predict the reaction product. The product is: [NH2:14][C@@H:15]1[CH2:19][CH2:18][N:17]([C:20]2[N:28]=[C:27]3[C:23]([N:24]=[CH:25][N:26]3[C@@H:29]3[CH2:33][C@H:32]([NH:34][C:35](=[O:38])[CH2:36][CH3:37])[C@@H:31]([OH:39])[C@H:30]3[OH:40])=[C:22]([NH:41][CH2:42][CH:43]([C:44]3[CH:49]=[CH:48][C:47]([OH:50])=[CH:46][CH:45]=3)[C:51]3[CH:56]=[CH:55][C:54]([OH:57])=[CH:53][CH:52]=3)[N:21]=2)[CH2:16]1.